This data is from Catalyst prediction with 721,799 reactions and 888 catalyst types from USPTO. The task is: Predict which catalyst facilitates the given reaction. (1) The catalyst class is: 3. Reactant: [CH:1]1([NH2:5])[CH2:4][CH2:3][CH2:2]1.C1C=NC2N(O)N=NC=2C=1.[CH2:16]([CH:18]([N:21]1[C:25]2[CH:26]=[CH:27][C:28]([C:30]([NH:32][C@@H:33]([CH2:37][CH:38]([CH3:40])[CH3:39])[C:34](O)=[O:35])=[O:31])=[CH:29][C:24]=2[N:23]=[C:22]1[CH2:41][C:42]1[S:43][CH:44]=[CH:45][CH:46]=1)[CH2:19][CH3:20])[CH3:17].CCN(C(C)C)C(C)C.C1CN([P+](Br)(N2CCCC2)N2CCCC2)CC1.F[P-](F)(F)(F)(F)F. Product: [CH:1]1([NH:5][C:34]([C@@H:33]([NH:32][C:30]([C:28]2[CH:27]=[CH:26][C:25]3[N:21]([CH:18]([CH2:19][CH3:20])[CH2:16][CH3:17])[C:22]([CH2:41][C:42]4[S:43][CH:44]=[CH:45][CH:46]=4)=[N:23][C:24]=3[CH:29]=2)=[O:31])[CH2:37][CH:38]([CH3:39])[CH3:40])=[O:35])[CH2:4][CH2:3][CH2:2]1. (2) Reactant: [NH2:1][C:2]1[CH:11]=[CH:10][CH:9]=[C:8]2[C:3]=1[CH:4]=[CH:5][N:6]=[CH:7]2.[Cl:12][C:13]1[CH:18]=[CH:17][C:16]([C:19]([N:22]=[C:23]=[O:24])([CH3:21])[CH3:20])=[CH:15][CH:14]=1. Product: [Cl:12][C:13]1[CH:14]=[CH:15][C:16]([C:19]([NH:22][C:23]([NH:1][C:2]2[CH:11]=[CH:10][CH:9]=[C:8]3[C:3]=2[CH:4]=[CH:5][N:6]=[CH:7]3)=[O:24])([CH3:21])[CH3:20])=[CH:17][CH:18]=1. The catalyst class is: 1.